The task is: Predict the product of the given reaction.. This data is from Forward reaction prediction with 1.9M reactions from USPTO patents (1976-2016). Given the reactants [O:1]1[CH2:6][CH2:5][N:4]([C:7]2[C:8]3[N:9]([CH:13]=[C:14]([CH2:16][C:17]([O:19][CH2:20][CH3:21])=[O:18])[N:15]=3)[N:10]=[CH:11][CH:12]=2)[CH2:3][CH2:2]1.Br[C:23]1[CH:24]=[CH:25][C:26]([Cl:29])=[N:27][CH:28]=1.C1C=CC(P(C2C=CC=CC=2)C2C=CC=CC=2)=CC=1.CC([O-])=O.[K+], predict the reaction product. The product is: [Cl:29][C:26]1[N:27]=[CH:28][C:23]([C:13]2[N:9]3[N:10]=[CH:11][CH:12]=[C:7]([N:4]4[CH2:3][CH2:2][O:1][CH2:6][CH2:5]4)[C:8]3=[N:15][C:14]=2[CH2:16][C:17]([O:19][CH2:20][CH3:21])=[O:18])=[CH:24][CH:25]=1.